This data is from Reaction yield outcomes from USPTO patents with 853,638 reactions. The task is: Predict the reaction yield, written as a fraction of the theoretical maximum amount of product (1.0 means a 100% yield; for example, 0.34 means a 34% yield). (1) The reactants are [Cl:1][C:2]1[CH:3]=[C:4]([CH:9]=[CH:10][C:11]=1[O:12][CH:13]([CH3:15])[CH3:14])[C:5]([O:7]C)=[O:6].[OH-].[Na+]. The catalyst is O1CCOCC1. The product is [Cl:1][C:2]1[CH:3]=[C:4]([CH:9]=[CH:10][C:11]=1[O:12][CH:13]([CH3:15])[CH3:14])[C:5]([OH:7])=[O:6]. The yield is 0.830. (2) The reactants are [NH2:1][C:2]1[CH:10]=[C:6]([C:7]([OH:9])=[O:8])[C:5]([OH:11])=[CH:4][CH:3]=1.[Cl:12][C:13]1[CH:20]=[CH:19][C:16]([CH2:17]Cl)=[CH:15][CH:14]=1. No catalyst specified. The product is [Cl:12][C:13]1[CH:20]=[CH:19][C:16]([CH2:17][NH:1][C:2]2[CH:10]=[C:6]([C:7]([OH:9])=[O:8])[C:5]([OH:11])=[CH:4][CH:3]=2)=[CH:15][CH:14]=1. The yield is 0.530. (3) The product is [NH2:14][C@H:12]([C:6]1[N:5]([C:22]2[CH:23]=[CH:24][CH:25]=[CH:26][CH:27]=2)[C:4](=[O:28])[C:3]2[C:8](=[CH:9][CH:10]=[CH:11][C:2]=2[F:1])[N:7]=1)[CH3:13]. The reactants are [F:1][C:2]1[CH:11]=[CH:10][CH:9]=[C:8]2[C:3]=1[C:4](=[O:28])[N:5]([C:22]1[CH:27]=[CH:26][CH:25]=[CH:24][CH:23]=1)[C:6]([C@@H:12]([NH:14]C(=O)OC(C)(C)C)[CH3:13])=[N:7]2.Cl. The catalyst is CCOC(C)=O.O. The yield is 0.594. (4) The product is [CH2:1]([CH:8]([CH2:13][CH2:14][CH2:15][CH2:16][CH3:17])[C:9]([O:11][CH3:12])=[O:10])[C:2]1[CH:7]=[CH:6][CH:5]=[CH:4][CH:3]=1. The reactants are [CH:1](=[C:8](/[CH2:13][CH2:14][CH2:15][CH2:16][CH3:17])\[C:9]([O:11][CH3:12])=[O:10])/[C:2]1[CH:7]=[CH:6][CH:5]=[CH:4][CH:3]=1. The yield is 0.980. The catalyst is C(O)C.[Pd]. (5) The reactants are [CH3:1][N:2]1[CH2:7][CH2:6][N:5]([C:8]2[N:13]3[CH:14]=[C:15]([CH2:17][OH:18])[N:16]=[C:12]3[CH:11]=[CH:10][CH:9]=2)[CH2:4][CH2:3]1. The catalyst is C(Cl)(Cl)Cl.[O-2].[O-2].[Mn+4]. The product is [CH3:1][N:2]1[CH2:7][CH2:6][N:5]([C:8]2[N:13]3[CH:14]=[C:15]([CH:17]=[O:18])[N:16]=[C:12]3[CH:11]=[CH:10][CH:9]=2)[CH2:4][CH2:3]1. The yield is 0.820.